This data is from Catalyst prediction with 721,799 reactions and 888 catalyst types from USPTO. The task is: Predict which catalyst facilitates the given reaction. (1) Reactant: [NH2:1][C:2]1[CH:7]=[CH:6][C:5]([NH:8][C:9]2[N:14]=[C:13]([NH:15][CH2:16][C:17]#[CH:18])[C:12]([Br:19])=[CH:11][N:10]=2)=[CH:4][CH:3]=1.C(N(CC)CC)C.[CH3:27][N:28]1[CH:32]=[C:31]([S:33](Cl)(=[O:35])=[O:34])[N:30]=[CH:29]1. Product: [Br:19][C:12]1[C:13]([NH:15][CH2:16][C:17]#[CH:18])=[N:14][C:9]([NH:8][C:5]2[CH:6]=[CH:7][C:2]([NH:1][S:33]([C:31]3[N:30]=[CH:29][N:28]([CH3:27])[CH:32]=3)(=[O:35])=[O:34])=[CH:3][CH:4]=2)=[N:10][CH:11]=1. The catalyst class is: 10. (2) Reactant: C(OC(=O)[NH:7][C@H:8]([C:10]1[N:18]([C:19]2[CH:24]=[CH:23][C:22]([Cl:25])=[CH:21][CH:20]=2)[C:13]2=[N:14][CH:15]=[CH:16][CH:17]=[C:12]2[N:11]=1)[CH3:9])(C)(C)C.C(O)(C(F)(F)F)=O. Product: [Cl:25][C:22]1[CH:23]=[CH:24][C:19]([N:18]2[C:13]3=[N:14][CH:15]=[CH:16][CH:17]=[C:12]3[N:11]=[C:10]2[C@@H:8]([NH2:7])[CH3:9])=[CH:20][CH:21]=1. The catalyst class is: 2. (3) Reactant: [F:1][C:2]1[CH:7]=[CH:6][CH:5]=[C:4]([O:8][CH3:9])[C:3]=1B(O)O.O.[C:14]([OH:18])(=[O:17])[CH:15]=O.[CH3:19][N:20]1[CH2:25][CH2:24][NH:23][CH2:22][CH2:21]1. Product: [F:1][C:2]1[CH:7]=[CH:6][CH:5]=[C:4]([O:8][CH3:9])[C:3]=1[CH:15]([N:23]1[CH2:24][CH2:25][N:20]([CH3:19])[CH2:21][CH2:22]1)[C:14]([OH:18])=[O:17]. The catalyst class is: 23. (4) Reactant: [CH3:1][S:2][C:3]1[N:4]=[CH:5][C:6]2[C:15](=[O:16])[N:14]([C:17]3[CH:22]=[CH:21][CH:20]=[C:19]([C:23]4[N:24]=[N:25][NH:26][N:27]=4)[CH:18]=3)[CH2:13][C@H:12]3[N:8]([CH2:9][CH2:10][CH2:11]3)[C:7]=2[N:28]=1.[C:29](=O)([O-])[O-].[K+].[K+].CI.O. Product: [CH3:29][N:25]1[N:26]=[N:27][C:23]([C:19]2[CH:18]=[C:17]([N:14]3[CH2:13][C@H:12]4[N:8]([CH2:9][CH2:10][CH2:11]4)[C:7]4[N:28]=[C:3]([S:2][CH3:1])[N:4]=[CH:5][C:6]=4[C:15]3=[O:16])[CH:22]=[CH:21][CH:20]=2)=[N:24]1.[CH3:29][N:27]1[C:23]([C:19]2[CH:18]=[C:17]([N:14]3[CH2:13][C@H:12]4[N:8]([CH2:9][CH2:10][CH2:11]4)[C:7]4[N:28]=[C:3]([S:2][CH3:1])[N:4]=[CH:5][C:6]=4[C:15]3=[O:16])[CH:22]=[CH:21][CH:20]=2)=[N:24][N:25]=[N:26]1. The catalyst class is: 3. (5) Product: [CH3:23][S:24]([C:27]1[CH:32]=[CH:31][C:30]([C:2]2[CH:7]=[CH:6][C:5]([C:8]3[O:9][C:10]([CH3:22])=[C:11]([CH2:13][CH2:14][N:15]4[CH2:20][CH2:19][CH2:18][CH2:17][CH:16]4[CH3:21])[N:12]=3)=[CH:4][CH:3]=2)=[CH:29][CH:28]=1)(=[O:26])=[O:25]. The catalyst class is: 12. Reactant: Br[C:2]1[CH:7]=[CH:6][C:5]([C:8]2[O:9][C:10]([CH3:22])=[C:11]([CH2:13][CH2:14][N:15]3[CH2:20][CH2:19][CH2:18][CH2:17][CH:16]3[CH3:21])[N:12]=2)=[CH:4][CH:3]=1.[CH3:23][S:24]([C:27]1[CH:32]=[CH:31][C:30](B(O)O)=[CH:29][CH:28]=1)(=[O:26])=[O:25].C([O-])([O-])=O.[Na+].[Na+].